Dataset: Reaction yield outcomes from USPTO patents with 853,638 reactions. Task: Predict the reaction yield, written as a fraction of the theoretical maximum amount of product (1.0 means a 100% yield; for example, 0.34 means a 34% yield). The reactants are [Cl:1][C:2]1[C:3]([NH2:9])=[N:4][CH:5]=[C:6]([Cl:8])[CH:7]=1.[C:10](N1C=CC=CC1=O)(N1C=CC=CC1=O)=[S:11]. The catalyst is ClCCl. The product is [Cl:1][C:2]1[C:3]([N:9]=[C:10]=[S:11])=[N:4][CH:5]=[C:6]([Cl:8])[CH:7]=1. The yield is 0.880.